Dataset: Forward reaction prediction with 1.9M reactions from USPTO patents (1976-2016). Task: Predict the product of the given reaction. (1) Given the reactants [CH:1]([C:4]1[CH:9]=[CH:8][CH:7]=[CH:6][C:5]=1[S:10][C:11]1[CH:16]=[CH:15][C:14](/[CH:17]=[CH:18]/[C:19]([NH:21][CH2:22][CH2:23]CN2CCCC2=O)=[O:20])=[C:13]([Cl:31])[C:12]=1[Cl:32])([CH3:3])[CH3:2].[OH:33][CH2:34][CH2:35][O:36][CH2:37][CH2:38][N:39]1CCN[CH2:41][CH2:40]1, predict the reaction product. The product is: [CH:1]([C:4]1[CH:9]=[CH:8][CH:7]=[CH:6][C:5]=1[S:10][C:11]1[CH:16]=[CH:15][C:14](/[CH:17]=[CH:18]/[C:19]([N:21]2[CH2:22][CH2:23][N:39]([CH2:38][CH2:37][O:36][CH2:35][CH2:34][OH:33])[CH2:40][CH2:41]2)=[O:20])=[C:13]([Cl:31])[C:12]=1[Cl:32])([CH3:2])[CH3:3]. (2) Given the reactants [CH3:1][C:2]1[CH:9]=[CH:8][C:5]([C:6]#[N:7])=[CH:4][C:3]=1[OH:10].[H-].[Na+].O=O.I[CH2:16][CH3:17], predict the reaction product. The product is: [CH2:16]([O:10][C:3]1[CH:4]=[C:5]([CH:8]=[CH:9][C:2]=1[CH3:1])[C:6]#[N:7])[CH3:17]. (3) Given the reactants Br[C:2]1[CH:3]=[C:4]2[C@:15]3([C:23]4[C:18](=[N:19][CH:20]=[CH:21][CH:22]=4)[C:17]([NH2:24])=[N:16]3)[C:14]3[CH:13]=[C:12]([Cl:25])[N:11]=[C:10]([F:26])[C:9]=3[O:8][C:5]2=[CH:6][CH:7]=1.[C:27]([OH:33])([C:29]([F:32])([F:31])[F:30])=[O:28], predict the reaction product. The product is: [F:30][C:29]([F:32])([F:31])[C:27]([OH:33])=[O:28].[Cl:25][C:12]1[N:11]=[C:10]([F:26])[C:9]2[O:8][C:5]3[C:4]([C@:15]4([C:23]5[C:18](=[N:19][CH:20]=[CH:21][CH:22]=5)[C:17]([NH2:24])=[N:16]4)[C:14]=2[CH:13]=1)=[CH:3][C:2]([C:27]1[C:29]([F:32])=[N:11][CH:10]=[CH:9][CH:14]=1)=[CH:7][CH:6]=3. (4) Given the reactants [F:1][C:2]1[CH:3]=[C:4]2[C:22](=[O:23])[NH:21][CH2:20][CH2:19][C:6]3=[C:7]([C:11]4[CH:12]=[C:13]([CH:16]=[CH:17][CH:18]=4)[CH:14]=O)[NH:8][C:9]([CH:10]=1)=[C:5]23.C1([C:30]2[NH:31]C3C=CC=C4C(=O)NCCC=2C=34)C=CC=CC=1.BrC1NC2C=C(F)C=C3C(=O)NCCC=1C=23.C(C1C=C(B(O)O)C=CC=1)=O.CN, predict the reaction product. The product is: [F:1][C:2]1[CH:3]=[C:4]2[C:22](=[O:23])[NH:21][CH2:20][CH2:19][C:6]3=[C:7]([C:11]4[CH:18]=[CH:17][CH:16]=[C:13]([CH2:14][NH:31][CH3:30])[CH:12]=4)[NH:8][C:9]([CH:10]=1)=[C:5]23. (5) The product is: [C:1]([O:5][C:6]([N:8]1[CH2:13][CH2:12][C@@H:11]([CH:14]([F:15])[F:16])[C@H:10]([O:17][C:27]2[N:26]=[N:25][C:24]([CH2:20][CH2:21][CH2:22][CH3:23])=[C:29]([C:30]3[CH:31]=[CH:32][C:33]([O:36][CH:37]4[CH2:42][CH2:41][CH2:40][CH2:39][CH2:38]4)=[CH:34][CH:35]=3)[CH:28]=2)[CH2:9]1)=[O:7])([CH3:4])([CH3:2])[CH3:3]. Given the reactants [C:1]([O:5][C:6]([N:8]1[CH2:13][CH2:12][C@@H:11]([CH:14]([F:16])[F:15])[C@H:10]([OH:17])[CH2:9]1)=[O:7])([CH3:4])([CH3:3])[CH3:2].[H-].[Na+].[CH2:20]([C:24]1[N:25]=[N:26][C:27](Cl)=[CH:28][C:29]=1[C:30]1[CH:35]=[CH:34][C:33]([O:36][CH:37]2[CH2:42][CH2:41][CH2:40][CH2:39][CH2:38]2)=[CH:32][CH:31]=1)[CH2:21][CH2:22][CH3:23], predict the reaction product. (6) Given the reactants C([N:8](CC1C=CC=CC=1)[C:9]1[N:17]=[CH:16][N:15]=[C:14]2[C:10]=1[NH:11][C:12](=[O:31])[N:13]2[CH2:18][C@@H:19]1[CH2:23][CH2:22][CH2:21][N:20]1[C:24]([O:26][C:27]([CH3:30])([CH3:29])[CH3:28])=[O:25])C1C=CC=CC=1.[H][H], predict the reaction product. The product is: [C:27]([O:26][C:24]([N:20]1[CH2:21][CH2:22][CH2:23][C@H:19]1[CH2:18][N:13]1[C:12](=[O:31])[NH:11][C:10]2[C:14]1=[N:15][CH:16]=[N:17][C:9]=2[NH2:8])=[O:25])([CH3:30])([CH3:28])[CH3:29]. (7) Given the reactants CN(C=O)C.C(Cl)(=O)C([Cl:9])=O.O[C:13]1[C:22]2[C:17](=[CH:18][C:19]([O:27][CH3:28])=[C:20]([O:23][C:24](=[O:26])[CH3:25])[CH:21]=2)[N:16]=[CH:15][N:14]=1, predict the reaction product. The product is: [Cl:9][C:13]1[C:22]2[C:17](=[CH:18][C:19]([O:27][CH3:28])=[C:20]([O:23][C:24](=[O:26])[CH3:25])[CH:21]=2)[N:16]=[CH:15][N:14]=1. (8) Given the reactants [CH2:1]([O:3][C:4](=[O:38])[C:5]1[CH:10]=[CH:9][CH:8]=[C:7]([N:11]2[C:15]([CH3:16])=[CH:14][CH:13]=[C:12]2[C:17]2[CH:22]=[C:21]([Br:23])[CH:20]=[CH:19][C:18]=2[O:24][CH2:25][C:26]2[CH:31]=[CH:30][C:29]([C:32]3C=C[CH:35]=[CH:34][CH:33]=3)=[CH:28][CH:27]=2)[CH:6]=1)[CH3:2].C(Br)C1C=CC=CC=1, predict the reaction product. The product is: [CH2:1]([O:3][C:4](=[O:38])[C:5]1[CH:10]=[CH:9][CH:8]=[C:7]([N:11]2[C:15]([CH3:16])=[CH:14][CH:13]=[C:12]2[C:17]2[CH:22]=[C:21]([Br:23])[CH:20]=[CH:19][C:18]=2[O:24][CH2:25][C:26]2[CH:27]=[CH:28][C:29]3[C:30](=[CH:35][CH:34]=[CH:33][CH:32]=3)[CH:31]=2)[CH:6]=1)[CH3:2]. (9) Given the reactants [CH:1]([C:3]1[CH:10]=[CH:9][C:6]([CH2:7][Cl:8])=[CH:5][CH:4]=1)=[CH2:2].[CH2:11]([P:15]([CH2:20][CH2:21][CH2:22][CH3:23])[CH2:16][CH2:17][CH2:18][CH3:19])[CH2:12][CH2:13][CH3:14], predict the reaction product. The product is: [Cl-:8].[CH2:20]([P+:15]([CH2:11][CH2:12][CH2:13][CH3:14])([CH2:16][CH2:17][CH2:18][CH3:19])[CH2:7][C:6]1[CH:9]=[CH:10][C:3]([CH:1]=[CH2:2])=[CH:4][CH:5]=1)[CH2:21][CH2:22][CH3:23]. (10) Given the reactants Cl[C:2]1[C:3]([CH3:21])=[C:4]([NH:11][C:12]2[CH:17]=[CH:16][C:15]([O:18][CH2:19][CH3:20])=[CH:14][CH:13]=2)[C:5]2[N:6]([CH:8]=[CH:9][N:10]=2)[N:7]=1.[NH2:22][C@H:23]1[CH2:28][CH2:27][C@@H:26]([NH2:29])[CH2:25][CH2:24]1, predict the reaction product. The product is: [NH2:22][C@@H:23]1[CH2:28][CH2:27][C@H:26]([NH:29][C:2]2[C:3]([CH3:21])=[C:4]([NH:11][C:12]3[CH:17]=[CH:16][C:15]([O:18][CH2:19][CH3:20])=[CH:14][CH:13]=3)[C:5]3[N:6]([CH:8]=[CH:9][N:10]=3)[N:7]=2)[CH2:25][CH2:24]1.